This data is from Full USPTO retrosynthesis dataset with 1.9M reactions from patents (1976-2016). The task is: Predict the reactants needed to synthesize the given product. (1) Given the product [CH3:1][N:2]([CH3:13])[CH2:3][CH2:4][N:5]1[C:6]2=[N:7][CH:8]=[CH:9][CH:10]=[C:11]2[NH:12][C:14]1=[O:15], predict the reactants needed to synthesize it. The reactants are: [CH3:1][N:2]([CH3:13])[CH2:3][CH2:4][NH:5][C:6]1[C:11]([NH2:12])=[CH:10][CH:9]=[CH:8][N:7]=1.[C:14](N1C=CN=C1)(N1C=CN=C1)=[O:15]. (2) Given the product [Cl:17][CH:7]([C:1]1[CH:6]=[CH:5][CH:4]=[CH:3][CH:2]=1)[C:9]1[CH:14]=[CH:13][N:12]=[CH:11][CH:10]=1, predict the reactants needed to synthesize it. The reactants are: [C:1]1([CH:7]([C:9]2[CH:14]=[CH:13][N:12]=[CH:11][CH:10]=2)O)[CH:6]=[CH:5][CH:4]=[CH:3][CH:2]=1.S(Cl)([Cl:17])=O.[OH-].[Na+]. (3) Given the product [CH2:1]([C:5]1[N:9]([C:10]2[N:15]=[C:14]([C:16]3[S:17][CH:18]=[CH:19][CH:20]=3)[C:13]([CH3:21])=[CH:12][N:11]=2)[N:8]=[CH:7][C:6]=1[NH:22][C:30](=[O:31])[CH2:29][C:26]1[CH:27]=[CH:28][N:23]=[CH:24][CH:25]=1)[CH2:2][CH2:3][CH3:4], predict the reactants needed to synthesize it. The reactants are: [CH2:1]([C:5]1[N:9]([C:10]2[N:15]=[C:14]([C:16]3[S:17][CH:18]=[CH:19][CH:20]=3)[C:13]([CH3:21])=[CH:12][N:11]=2)[N:8]=[CH:7][C:6]=1[NH2:22])[CH2:2][CH2:3][CH3:4].[N:23]1[CH:28]=[CH:27][C:26]([CH2:29][C:30](O)=[O:31])=[CH:25][CH:24]=1.CN(C(ON1N=NC2C=CC=CC1=2)=[N+](C)C)C.F[P-](F)(F)(F)(F)F.CCN(C(C)C)C(C)C. (4) Given the product [CH:32]([CH:12]([C:13]1[CH:18]=[C:17]([O:19][CH3:20])[C:16]([O:21][CH3:22])=[C:15]([O:23][CH3:24])[CH:14]=1)[CH:8]([NH:7][C:3]1[CH:4]=[CH:5][CH:6]=[CH:1][CH:2]=1)[C:9]([OH:11])=[O:10])([CH3:37])[CH3:33], predict the reactants needed to synthesize it. The reactants are: [C:1]1(C2C=CC=CC=2)[CH:6]=[CH:5][CH:4]=[C:3]([NH:7][C@@H:8]([CH2:12][C:13]2[CH:18]=[C:17]([O:19][CH3:20])[C:16]([O:21][CH3:22])=[C:15]([O:23][CH3:24])[CH:14]=2)[C:9]([OH:11])=[O:10])[CH:2]=1.Br[C:32]1[CH:37]=CC=C(C(C)C)[CH:33]=1. (5) Given the product [OH:1][CH:2]([CH2:3][N:16]1[CH2:21][CH2:20][CH2:19][CH2:18][CH2:17]1)[CH2:4][N:5]1[C:13](=[O:14])[C:12]2[C:7](=[CH:8][CH:9]=[CH:10][CH:11]=2)[C:6]1=[O:15], predict the reactants needed to synthesize it. The reactants are: [O:1]1[CH2:3][CH:2]1[CH2:4][N:5]1[C:13](=[O:14])[C:12]2[C:7](=[CH:8][CH:9]=[CH:10][CH:11]=2)[C:6]1=[O:15].[NH:16]1[CH2:21][CH2:20][CH2:19][CH2:18][CH2:17]1.